Dataset: Reaction yield outcomes from USPTO patents with 853,638 reactions. Task: Predict the reaction yield, written as a fraction of the theoretical maximum amount of product (1.0 means a 100% yield; for example, 0.34 means a 34% yield). (1) The reactants are Cl[CH2:2][CH2:3][NH:4][C:5]([NH:7][C:8]1[CH:13]=[CH:12][C:11]([C:14]#[C:15][C:16]2[N:17]([CH2:29][CH3:30])[C:18]3[C:23]([C:24]=2[C:25]#[N:26])=[CH:22][CH:21]=[C:20]([O:27][CH3:28])[CH:19]=3)=[CH:10][CH:9]=1)=[O:6].C([O-])([O-])=O.[K+].[K+].CN(C=O)C. The catalyst is CCOC(C)=O. The product is [CH2:29]([N:17]1[C:18]2[C:23](=[CH:22][CH:21]=[C:20]([O:27][CH3:28])[CH:19]=2)[C:24]([C:25]#[N:26])=[C:16]1[C:15]#[C:14][C:11]1[CH:12]=[CH:13][C:8]([N:7]2[CH2:2][CH2:3][NH:4][C:5]2=[O:6])=[CH:9][CH:10]=1)[CH3:30]. The yield is 0.940. (2) The reactants are [F:1][CH:2]1[CH2:6][CH2:5][N:4]([C:7]2[C:12]([C:13]3[CH:14]=[CH:15][C:16]4[C:17]5[N:31](C6CCCCO6)[N:30]=[CH:29][C:18]=5[C:19](=[O:28])[N:20]([CH2:23][C:24]([F:27])([F:26])[F:25])[C:21]=4[CH:22]=3)=[CH:11][CH:10]=[CH:9][N:8]=2)[CH2:3]1.FC1CCN(C2C(C3C=CC4C5NN(C6CCCCO6)CC=5C(=O)N(CC(F)(F)F)C=4C=3)=CC=CN=2)C1.[ClH:75]. The catalyst is O. The product is [ClH:75].[F:1][CH:2]1[CH2:6][CH2:5][N:4]([C:7]2[C:12]([C:13]3[CH:14]=[CH:15][C:16]4[C:17]5[NH:31][N:30]=[CH:29][C:18]=5[C:19](=[O:28])[N:20]([CH2:23][C:24]([F:27])([F:26])[F:25])[C:21]=4[CH:22]=3)=[CH:11][CH:10]=[CH:9][N:8]=2)[CH2:3]1. The yield is 0.470. (3) The product is [NH:1]1[C:9]2[C:4](=[CH:5][CH:6]=[C:7]([CH:10]([C:14]3[CH:19]=[CH:18][CH:17]=[CH:16][CH:15]=3)[CH2:11][CH2:12][NH2:13])[CH:8]=2)[CH:3]=[CH:2]1. The yield is 0.620. The catalyst is C1COCC1. The reactants are [NH:1]1[C:9]2[C:4](=[CH:5][CH:6]=[C:7]([CH:10]([C:14]3[CH:19]=[CH:18][CH:17]=[CH:16][CH:15]=3)[CH2:11][C:12]#[N:13])[CH:8]=2)[CH:3]=[CH:2]1.[H-].[H-].[H-].[H-].[Li+].[Al+3]. (4) The reactants are [Cl:1][C:2]1[N:10]=[CH:9][CH:8]=[C:7]([Cl:11])[C:3]=1[C:4]([OH:6])=[O:5].[CH2:12](Br)[C:13]1[CH:18]=[CH:17][CH:16]=[CH:15][CH:14]=1.C([O-])([O-])=O.[K+].[K+].O. The catalyst is CN(C=O)C. The product is [Cl:1][C:2]1[N:10]=[CH:9][CH:8]=[C:7]([Cl:11])[C:3]=1[C:4]([O:6][CH2:12][C:13]1[CH:18]=[CH:17][CH:16]=[CH:15][CH:14]=1)=[O:5]. The yield is 0.960. (5) The reactants are [F:1][C:2]1[CH:7]=[CH:6][C:5]([N:8]2[CH:13]=[CH:12][CH:11]=[C:10]([C:14](Cl)=[O:15])[C:9]2=[O:17])=[CH:4][CH:3]=1.[CH3:18][O:19][C:20]1[CH:21]=[C:22]2[C:27](=[CH:28][C:29]=1[O:30][CH3:31])[N:26]=[CH:25][CH:24]=[C:23]2[O:32][C:33]1[CH:39]=[CH:38][C:36]([NH2:37])=[C:35]([F:40])[CH:34]=1.CCN(CC)CC. The catalyst is C1COCC1.CN(C1C=CN=CC=1)C. The product is [CH3:18][O:19][C:20]1[CH:21]=[C:22]2[C:27](=[CH:28][C:29]=1[O:30][CH3:31])[N:26]=[CH:25][CH:24]=[C:23]2[O:32][C:33]1[CH:39]=[CH:38][C:36]([NH:37][C:14]([C:10]2[C:9](=[O:17])[N:8]([C:5]3[CH:6]=[CH:7][C:2]([F:1])=[CH:3][CH:4]=3)[CH:13]=[CH:12][CH:11]=2)=[O:15])=[C:35]([F:40])[CH:34]=1. The yield is 0.270. (6) The catalyst is CS(C)=O.C(OCC)C. The product is [C:1]([N:8]1[CH2:14][CH2:13][CH2:12][N:11]([C:16]2[CH:23]=[CH:22][CH:21]=[CH:20][C:17]=2[C:18]#[N:19])[CH2:10][CH2:9]1)([O:3][C:4]([CH3:7])([CH3:6])[CH3:5])=[O:2]. The yield is 0.360. The reactants are [C:1]([N:8]1[CH2:14][CH2:13][CH2:12][NH:11][CH2:10][CH2:9]1)([O:3][C:4]([CH3:7])([CH3:6])[CH3:5])=[O:2].F[C:16]1[CH:23]=[CH:22][CH:21]=[CH:20][C:17]=1[C:18]#[N:19].C(=O)([O-])[O-].[K+].[K+].